From a dataset of CYP3A4 inhibition data for predicting drug metabolism from PubChem BioAssay. Regression/Classification. Given a drug SMILES string, predict its absorption, distribution, metabolism, or excretion properties. Task type varies by dataset: regression for continuous measurements (e.g., permeability, clearance, half-life) or binary classification for categorical outcomes (e.g., BBB penetration, CYP inhibition). Dataset: cyp3a4_veith. The molecule is N#Cc1ccc(CN2CCC3(CC2)CCN(C(=O)c2ccco2)CC3)cc1. The result is 0 (non-inhibitor).